Dataset: Full USPTO retrosynthesis dataset with 1.9M reactions from patents (1976-2016). Task: Predict the reactants needed to synthesize the given product. Given the product [ClH:15].[Cl:15][C:16]1[CH:17]=[C:18]([C:2]2[CH:3]=[N:4][CH:5]=[C:6]([CH2:8][N:9]3[CH:13]=[CH:12][N:11]=[C:10]3[CH3:14])[CH:7]=2)[CH:19]=[CH:20][C:21]=1[F:22], predict the reactants needed to synthesize it. The reactants are: Br[C:2]1[CH:3]=[N:4][CH:5]=[C:6]([CH2:8][N:9]2[CH:13]=[CH:12][N:11]=[C:10]2[CH3:14])[CH:7]=1.[Cl:15][C:16]1[CH:17]=[C:18](B(O)O)[CH:19]=[CH:20][C:21]=1[F:22].